Dataset: Peptide-MHC class I binding affinity with 185,985 pairs from IEDB/IMGT. Task: Regression. Given a peptide amino acid sequence and an MHC pseudo amino acid sequence, predict their binding affinity value. This is MHC class I binding data. (1) The peptide sequence is ALAKAAAAV. The MHC is HLA-A02:05 with pseudo-sequence HLA-A02:05. The binding affinity (normalized) is 0.775. (2) The binding affinity (normalized) is 0.0847. The peptide sequence is RPVPHWPKY. The MHC is HLA-B46:01 with pseudo-sequence HLA-B46:01. (3) The peptide sequence is ETINEEAADW. The binding affinity (normalized) is 0. The MHC is HLA-A30:02 with pseudo-sequence HLA-A30:02. (4) The peptide sequence is MYPFIFFIV. The MHC is HLA-A01:01 with pseudo-sequence HLA-A01:01. The binding affinity (normalized) is 0.213. (5) The MHC is Mamu-B01 with pseudo-sequence Mamu-B01. The peptide sequence is KEVTEDLL. The binding affinity (normalized) is 0. (6) The peptide sequence is TVEFDRDKV. The MHC is HLA-A02:03 with pseudo-sequence HLA-A02:03. The binding affinity (normalized) is 0.349. (7) The peptide sequence is AQPGLLSYV. The MHC is HLA-A02:06 with pseudo-sequence HLA-A02:06. The binding affinity (normalized) is 0.680. (8) The peptide sequence is FSSYGMHWVR. The MHC is HLA-B27:05 with pseudo-sequence HLA-B27:05. The binding affinity (normalized) is 0.256.